From a dataset of Full USPTO retrosynthesis dataset with 1.9M reactions from patents (1976-2016). Predict the reactants needed to synthesize the given product. (1) Given the product [C:26]([O:30][C:31](=[O:46])[NH:32][C@H:33]1[C@H:37]([C:38]2[CH:43]=[C:42]([F:44])[CH:41]=[CH:40][C:39]=2[F:45])[CH2:36][N:35]([C:21]2[N:20]=[CH:19][C:18]([O:17][CH2:16][CH2:15][C@H:14]([CH:11]3[CH2:12][CH2:13][N:8]([C:5]4[N:4]=[CH:3][C:2]([Cl:1])=[CH:7][N:6]=4)[CH2:9][CH2:10]3)[CH3:25])=[CH:23][N:22]=2)[CH2:34]1)([CH3:29])([CH3:27])[CH3:28], predict the reactants needed to synthesize it. The reactants are: [Cl:1][C:2]1[CH:3]=[N:4][C:5]([N:8]2[CH2:13][CH2:12][CH:11]([C@H:14]([CH3:25])[CH2:15][CH2:16][O:17][C:18]3[CH:19]=[N:20][C:21](Cl)=[N:22][CH:23]=3)[CH2:10][CH2:9]2)=[N:6][CH:7]=1.[C:26]([O:30][C:31](=[O:46])[NH:32][C@H:33]1[C@H:37]([C:38]2[CH:43]=[C:42]([F:44])[CH:41]=[CH:40][C:39]=2[F:45])[CH2:36][NH:35][CH2:34]1)([CH3:29])([CH3:28])[CH3:27]. (2) Given the product [Cl:12][C:13]1[CH:18]=[CH:17][CH:16]=[C:15]([CH3:19])[C:14]=1[S:20]([N:23]1[CH2:28][CH2:27][N:26]2[CH:29]=[CH:30][CH:31]=[C:25]2[CH:24]1[CH2:32][O:33][CH2:4][C:5]([O:7][C:8]([CH3:11])([CH3:10])[CH3:9])=[O:6])(=[O:22])=[O:21], predict the reactants needed to synthesize it. The reactants are: [OH-].[Na+].Br[CH2:4][C:5]([O:7][C:8]([CH3:11])([CH3:10])[CH3:9])=[O:6].[Cl:12][C:13]1[CH:18]=[CH:17][CH:16]=[C:15]([CH3:19])[C:14]=1[S:20]([N:23]1[CH2:28][CH2:27][N:26]2[CH:29]=[CH:30][CH:31]=[C:25]2[CH:24]1[CH2:32][OH:33])(=[O:22])=[O:21]. (3) Given the product [Br:1][C:2]1[CH:10]=[C:6]2[C:5](=[CH:4][CH:3]=1)[NH:11][C:12](=[S:13])[N:14]([C:15]([O:17][CH2:18][CH3:19])=[O:16])[C:7]2=[O:8], predict the reactants needed to synthesize it. The reactants are: [Br:1][C:2]1[CH:3]=[CH:4][C:5]([NH:11][C:12]([NH:14][C:15]([O:17][CH2:18][CH3:19])=[O:16])=[S:13])=[C:6]([CH:10]=1)[C:7](O)=[O:8]. (4) Given the product [Si:1]([O:8][CH2:9][C:10]1[C:11]([F:28])=[C:12]([N:16]2[CH2:17][CH2:18][CH:19]([C:22]3[CH:23]=[N:24][CH:25]=[CH:26][CH:27]=3)[CH2:20][CH2:21]2)[CH:13]=[CH:14][CH:15]=1)([C:4]([CH3:7])([CH3:5])[CH3:6])([CH3:3])[CH3:2], predict the reactants needed to synthesize it. The reactants are: [Si:1]([O:8][CH2:9][C:10]1[C:11]([F:28])=[C:12]([N:16]2[CH2:21][CH:20]=[C:19]([C:22]3[CH:23]=[N:24][CH:25]=[CH:26][CH:27]=3)[CH2:18][CH2:17]2)[CH:13]=[CH:14][CH:15]=1)([C:4]([CH3:7])([CH3:6])[CH3:5])([CH3:3])[CH3:2]. (5) The reactants are: [CH2:1]([C:4]1[S:29][C:7]2[N:8]=[C:9]([O:25][CH2:26][CH2:27][NH2:28])[N:10]=[C:11]([N:12]3[CH2:17][CH2:16][N:15]4[C:18]([C:21]([F:24])([F:23])[F:22])=[N:19][N:20]=[C:14]4[CH2:13]3)[C:6]=2[CH:5]=1)[CH2:2][CH3:3].C(N(CC)CC)C.[CH3:37][O:38][C:39](Cl)=[O:40]. Given the product [CH3:37][O:38][C:39](=[O:40])[NH:28][CH2:27][CH2:26][O:25][C:9]1[N:10]=[C:11]([N:12]2[CH2:17][CH2:16][N:15]3[C:18]([C:21]([F:22])([F:24])[F:23])=[N:19][N:20]=[C:14]3[CH2:13]2)[C:6]2[CH:5]=[C:4]([CH2:1][CH2:2][CH3:3])[S:29][C:7]=2[N:8]=1, predict the reactants needed to synthesize it. (6) Given the product [O:29]=[C:10]1[NH:9][CH:8]([C:5]2[CH:6]=[CH:7][C:2]([C:35]#[N:36])=[CH:3][C:4]=2[S:30]([CH3:33])(=[O:31])=[O:32])[C:17]2[C:16](=[O:18])[CH2:15][CH2:14][CH2:13][C:12]=2[N:11]1[C:19]1[CH:24]=[CH:23][CH:22]=[C:21]([C:25]([F:27])([F:26])[F:28])[CH:20]=1, predict the reactants needed to synthesize it. The reactants are: Br[C:2]1[CH:7]=[CH:6][C:5]([CH:8]2[C:17]3[C:16](=[O:18])[CH2:15][CH2:14][CH2:13][C:12]=3[N:11]([C:19]3[CH:24]=[CH:23][CH:22]=[C:21]([C:25]([F:28])([F:27])[F:26])[CH:20]=3)[C:10](=[O:29])[NH:9]2)=[C:4]([S:30]([CH3:33])(=[O:32])=[O:31])[CH:3]=1.O.[CH3:35][N:36](C)C=O.